From a dataset of Forward reaction prediction with 1.9M reactions from USPTO patents (1976-2016). Predict the product of the given reaction. (1) Given the reactants [Cl:1][C:2]1[CH:7]=[CH:6][C:5]([CH2:8][C:9]([NH:11][NH:12][C:13](=[O:22])[C:14]2[CH:19]=[CH:18][C:17]([CH3:20])=[C:16]([OH:21])[CH:15]=2)=O)=[CH:4][CH:3]=1.C(N(C(C)C)CC)(C)C.C1(P(C2C=CC=CC=2)C2C=CC=CC=2)C=CC=CC=1.ClC(Cl)(Cl)C(Cl)(Cl)Cl, predict the reaction product. The product is: [Cl:1][C:2]1[CH:3]=[CH:4][C:5]([CH2:8][C:9]2[O:22][C:13]([C:14]3[CH:19]=[CH:18][C:17]([CH3:20])=[C:16]([OH:21])[CH:15]=3)=[N:12][N:11]=2)=[CH:6][CH:7]=1. (2) Given the reactants [O:1]([C:8]1[CH:13]=[CH:12][CH:11]=[CH:10][C:9]=1[C:14]12[CH2:21][CH2:20][C:17]([CH2:22][CH:23]=[O:24])([CH2:18][CH2:19]1)[CH2:16][O:15]2)[C:2]1[CH:7]=[CH:6][CH:5]=[CH:4][CH:3]=1.CC(C[AlH]CC(C)C)C, predict the reaction product. The product is: [O:1]([C:8]1[CH:13]=[CH:12][CH:11]=[CH:10][C:9]=1[C:14]12[CH2:21][CH2:20][C:17]([CH2:22][CH2:23][OH:24])([CH2:18][CH2:19]1)[CH2:16][O:15]2)[C:2]1[CH:3]=[CH:4][CH:5]=[CH:6][CH:7]=1. (3) Given the reactants Cl[C:2]1[N:7]=[C:6]([NH:8][C:9]2[CH:14]=[CH:13][CH:12]=[CH:11][C:10]=2[NH:15][C:16]([NH:18][CH2:19][CH3:20])=[O:17])[C:5]([Cl:21])=[CH:4][N:3]=1.[O:22]1[CH2:27][CH2:26][N:25]([C:28]2[CH:34]=[CH:33][C:31]([NH2:32])=[CH:30][CH:29]=2)[CH2:24][CH2:23]1, predict the reaction product. The product is: [Cl:21][C:5]1[C:6]([NH:8][C:9]2[CH:14]=[CH:13][CH:12]=[CH:11][C:10]=2[NH:15][C:16]([NH:18][CH2:19][CH3:20])=[O:17])=[N:7][C:2]([NH:32][C:31]2[CH:30]=[CH:29][C:28]([N:25]3[CH2:26][CH2:27][O:22][CH2:23][CH2:24]3)=[CH:34][CH:33]=2)=[N:3][CH:4]=1. (4) Given the reactants [OH:1][CH:2](CO)[CH2:3][NH:4][C:5](=[O:26])[C:6]1[CH:11]=[CH:10][C:9]([O:12][CH3:13])=[C:8](/[CH:14]=[CH:15]/[C:16]2[CH:21]=[CH:20][C:19]([C:22]([F:25])([F:24])[F:23])=[CH:18][CH:17]=2)[CH:7]=1.N[CH:30](C)CO, predict the reaction product. The product is: [OH:1][CH2:2][CH:3]([NH:4][C:5](=[O:26])[C:6]1[CH:11]=[CH:10][C:9]([O:12][CH3:13])=[C:8](/[CH:14]=[CH:15]/[C:16]2[CH:17]=[CH:18][C:19]([C:22]([F:23])([F:25])[F:24])=[CH:20][CH:21]=2)[CH:7]=1)[CH3:30]. (5) Given the reactants [CH3:1][N:2]([CH3:22])[C:3]([C:5]1[CH:6]=[CH:7][C:8]([O:14][CH2:15][C:16]2[CH:21]=[CH:20][CH:19]=[CH:18][CH:17]=2)=[C:9]([CH:13]=1)[C:10]([OH:12])=O)=[O:4].[N:23]1[CH:28]=[CH:27][CH:26]=[C:25]([NH2:29])[CH:24]=1.C(Cl)CCl, predict the reaction product. The product is: [CH3:22][N:2]([CH3:1])[C:3]([C:5]1[CH:6]=[CH:7][C:8]([O:14][CH2:15][C:16]2[CH:21]=[CH:20][CH:19]=[CH:18][CH:17]=2)=[C:9]([C:10]([NH:29][C:25]2[CH:24]=[N:23][CH:28]=[CH:27][CH:26]=2)=[O:12])[CH:13]=1)=[O:4]. (6) Given the reactants COC1C=CC=CC=1C([NH:7][C@H:8]1[CH:13]2[CH2:14][CH2:15][N:10]([CH2:11][CH2:12]2)[CH2:9]1)=O.[F:20][C:21]([F:32])([F:31])[C:22]1[CH:23]=[CH:24][C:25]([C:28]([OH:30])=O)=[N:26][CH:27]=1, predict the reaction product. The product is: [N:10]12[CH2:15][CH2:14][CH:13]([CH2:12][CH2:11]1)[C@H:8]([NH:7][C:28]([C:25]1[CH:24]=[CH:23][C:22]([C:21]([F:20])([F:32])[F:31])=[CH:27][N:26]=1)=[O:30])[CH2:9]2. (7) Given the reactants FC(F)(F)C(O)=O.[Cl:8][C:9]1[CH:16]=[N:15][CH:14]=[C:13]([C:17]2[CH:22]=[CH:21][C:20]([CH:23](O)[C:24]3[CH:29]=[CH:28][CH:27]=[CH:26][CH:25]=3)=[CH:19][CH:18]=2)[C:10]=1[C:11]#[N:12].C([SiH](CC)CC)C, predict the reaction product. The product is: [CH2:23]([C:20]1[CH:19]=[CH:18][C:17]([C:13]2[CH:14]=[N:15][CH:16]=[C:9]([Cl:8])[C:10]=2[C:11]#[N:12])=[CH:22][CH:21]=1)[C:24]1[CH:25]=[CH:26][CH:27]=[CH:28][CH:29]=1. (8) Given the reactants Br[C:2]1[CH:7]=[C:6]([C:8]([CH3:11])([CH3:10])[CH3:9])[C:5]([OH:12])=[C:4]([C:13]([CH3:16])([CH3:15])[CH3:14])[CH:3]=1.[CH3:17][O:18][C:19]1[CH:24]=[CH:23][C:22]([CH:25]=[O:26])=[CH:21][C:20]=1B(O)O.C([O-])([O-])=O.[K+].[K+].C(COC)OC, predict the reaction product. The product is: [C:13]([C:4]1[CH:3]=[C:2]([C:20]2[CH:21]=[C:22]([CH:23]=[CH:24][C:19]=2[O:18][CH3:17])[CH:25]=[O:26])[CH:7]=[C:6]([C:8]([CH3:11])([CH3:10])[CH3:9])[C:5]=1[OH:12])([CH3:16])([CH3:15])[CH3:14]. (9) Given the reactants [Cl:1][C:2]1[CH:7]=[C:6]([Cl:8])[CH:5]=[CH:4][C:3]=1[C:9]1[N:10]=[C:11](/[CH:15]=[CH:16]/[C:17]2[CH:22]=[CH:21][C:20]([C:23]3[CH:28]=[CH:27][C:26]([O:29][CH3:30])=[CH:25][CH:24]=3)=[CH:19][CH:18]=2)[N:12]([CH3:14])[CH:13]=1.C1(O)C=CC=CC=1.BrC[C:40]([O:42]C)=[O:41], predict the reaction product. The product is: [Cl:1][C:2]1[CH:7]=[C:6]([Cl:8])[CH:5]=[CH:4][C:3]=1[C:9]1[N:10]=[C:11](/[CH:15]=[CH:16]/[C:17]2[CH:22]=[CH:21][C:20]([C:23]3[CH:24]=[CH:25][C:26]([O:29][CH2:30][C:40]([OH:42])=[O:41])=[CH:27][CH:28]=3)=[CH:19][CH:18]=2)[N:12]([CH3:14])[CH:13]=1.